From a dataset of Peptide-MHC class I binding affinity with 185,985 pairs from IEDB/IMGT. Regression. Given a peptide amino acid sequence and an MHC pseudo amino acid sequence, predict their binding affinity value. This is MHC class I binding data. (1) The peptide sequence is KGPDIYKGV. The MHC is H-2-Db with pseudo-sequence H-2-Db. The binding affinity (normalized) is 0. (2) The peptide sequence is GLMWLSYFV. The MHC is HLA-A69:01 with pseudo-sequence HLA-A69:01. The binding affinity (normalized) is 0.459. (3) The MHC is HLA-A02:01 with pseudo-sequence HLA-A02:01. The binding affinity (normalized) is 0.160. The peptide sequence is AVFKDSFLGK. (4) The peptide sequence is MLKLQKCVM. The MHC is HLA-B08:01 with pseudo-sequence HLA-B08:01. The binding affinity (normalized) is 0.794. (5) The binding affinity (normalized) is 0.393. The MHC is HLA-A11:01 with pseudo-sequence HLA-A11:01. The peptide sequence is DLKWARFPK.